Dataset: Reaction yield outcomes from USPTO patents with 853,638 reactions. Task: Predict the reaction yield, written as a fraction of the theoretical maximum amount of product (1.0 means a 100% yield; for example, 0.34 means a 34% yield). (1) The reactants are ONC(=O)C1C=CC(OCC[N:13]2[C:19](=[O:20])[C:18]3[CH:21]=[CH:22][CH:23]=[N:24][C:17]=3[O:16][C:15]3[CH:25]=[CH:26][CH:27]=[CH:28][C:14]2=3)=CC=1.[OH-].[Na+].O. The catalyst is CN(C=O)C. The product is [N:24]1[C:17]2[O:16][C:15]3[CH:25]=[CH:26][CH:27]=[CH:28][C:14]=3[NH:13][C:19](=[O:20])[C:18]=2[CH:21]=[CH:22][CH:23]=1. The yield is 0.580. (2) The reactants are Cl[C:2]1[O:3][C:4]2[CH:10]=[CH:9][C:8]([C:11]#[N:12])=[CH:7][C:5]=2[N:6]=1.CCN(CC)CC.[CH:20]1([N:23]2[CH2:28][CH2:27][NH:26][CH2:25][CH2:24]2)[CH2:22][CH2:21]1. The catalyst is CCO. The product is [CH:20]1([N:23]2[CH2:28][CH2:27][N:26]([C:2]3[O:3][C:4]4[CH:10]=[CH:9][C:8]([C:11]#[N:12])=[CH:7][C:5]=4[N:6]=3)[CH2:25][CH2:24]2)[CH2:22][CH2:21]1. The yield is 0.530. (3) The reactants are [CH:1]([O:4][C:5]1[CH:14]=[C:13]([C:15]([F:18])([F:17])[F:16])[C:12]2[C:7](=[CH:8][CH:9]=[C:10]3[NH:22][C@H:21]([CH:23]([CH3:25])[CH3:24])[CH2:20][O:19][C:11]3=2)[N:6]=1)([CH3:3])[CH3:2].C([O-])([O-])=O.[K+].[K+].[CH2:32](Br)[CH:33]=[CH2:34].O. The catalyst is CN(C=O)C. The product is [CH2:34]([N:22]1[C:10]2[C:11](=[C:12]3[C:7](=[CH:8][CH:9]=2)[N:6]=[C:5]([O:4][CH:1]([CH3:3])[CH3:2])[CH:14]=[C:13]3[C:15]([F:18])([F:17])[F:16])[O:19][CH2:20][C@H:21]1[CH:23]([CH3:25])[CH3:24])[CH:33]=[CH2:32]. The yield is 0.910. (4) The reactants are [C:1]1(=[O:10])[C:9]2[C:4](=[CH:5][CH:6]=[CH:7][CH:8]=2)[CH2:3][CH2:2]1.C[C:12]#[N:13].[Si:14](C#N)([CH3:17])([CH3:16])[CH3:15]. The catalyst is C1(C)C=CC=CC=1.[Zn+2].[I-].[I-]. The product is [CH3:15][Si:14]([CH3:17])([CH3:16])[O:10][C:1]1([C:12]#[N:13])[C:9]2[C:4](=[CH:5][CH:6]=[CH:7][CH:8]=2)[CH2:3][CH2:2]1. The yield is 0.880. (5) The reactants are [CH2:1]([O:3][C:4](=[O:14])[CH:5]([O:9][CH2:10][C:11]([CH3:13])=[CH2:12])[CH2:6]C=C)[CH3:2]. The catalyst is C(Cl)Cl. The product is [CH2:1]([O:3][C:4]([CH:5]1[CH2:6][CH:13]=[C:11]([CH3:12])[CH2:10][O:9]1)=[O:14])[CH3:2]. The yield is 0.920. (6) The reactants are [CH2:1]([O:3][C:4](=[O:29])[CH2:5][CH2:6][CH2:7][CH2:8][CH2:9][O:10][CH2:11][CH2:12][O:13][CH2:14][CH2:15][O:16][CH2:17][CH2:18][O:19][CH2:20][CH2:21][O:22][CH2:23][CH2:24][O:25][CH2:26][CH2:27]O)[CH3:2].C(N(CC)CC)C.[CH3:37][S:38](Cl)(=[O:40])=[O:39]. The catalyst is ClCCl. The product is [CH2:1]([O:3][C:4](=[O:29])[CH2:5][CH2:6][CH2:7][CH2:8][CH2:9][O:10][CH2:11][CH2:12][O:13][CH2:14][CH2:15][O:16][CH2:17][CH2:18][O:19][CH2:20][CH2:21][O:22][CH2:23][CH2:24][O:25][CH2:26][CH2:27][S:38]([CH3:37])(=[O:40])=[O:39])[CH3:2]. The yield is 0.830. (7) The reactants are [Br:1][C:2]1[CH:7]=[CH:6][C:5]([C:8]2[N:9]([C:17]3[C:22]([Cl:23])=[CH:21][CH:20]=[CH:19][C:18]=3[Cl:24])[CH:10]=[C:11]([C:13]([OH:16])([CH3:15])[CH3:14])[N:12]=2)=[C:4]([Cl:25])[CH:3]=1.[Cl:26]N1C(=O)CCC1=O. The catalyst is CC#N. The product is [Br:1][C:2]1[CH:7]=[CH:6][C:5]([C:8]2[N:9]([C:17]3[C:22]([Cl:23])=[CH:21][CH:20]=[CH:19][C:18]=3[Cl:24])[C:10]([Cl:26])=[C:11]([C:13]([OH:16])([CH3:15])[CH3:14])[N:12]=2)=[C:4]([Cl:25])[CH:3]=1. The yield is 0.770. (8) The reactants are [CH3:1][C:2]([CH3:7])=[CH:3][C:4](=[O:6])[CH3:5].C(N(CC)CC)C.FC(F)(F)S(O[Si:21]([C:24]([CH3:27])([CH3:26])[CH3:25])([CH3:23])[CH3:22])(=O)=O. The catalyst is C1COCC1. The product is [C:24]([Si:21]([CH3:23])([CH3:22])[O:6][C:4]([CH:3]=[C:2]([CH3:7])[CH3:1])=[CH2:5])([CH3:27])([CH3:26])[CH3:25]. The yield is 0.710.